This data is from Full USPTO retrosynthesis dataset with 1.9M reactions from patents (1976-2016). The task is: Predict the reactants needed to synthesize the given product. Given the product [F:1][C:2]1[C:7]2[N:8]=[CH:9][S:10][C:6]=2[CH:5]=[C:4]([C:11]([NH:13][O:14][CH2:15][CH2:16][OH:17])=[O:12])[C:3]=1[NH:20][C:21]1[CH:26]=[CH:25][C:24]([Br:27])=[CH:23][C:22]=1[Cl:28], predict the reactants needed to synthesize it. The reactants are: [F:1][C:2]1[C:7]2[N:8]=[CH:9][S:10][C:6]=2[CH:5]=[C:4]([C:11]([NH:13][O:14][CH2:15][CH2:16][O:17]C=C)=[O:12])[C:3]=1[NH:20][C:21]1[CH:26]=[CH:25][C:24]([Br:27])=[CH:23][C:22]=1[Cl:28].Cl.C([O-])(O)=O.[Na+].